The task is: Predict the reactants needed to synthesize the given product.. This data is from Full USPTO retrosynthesis dataset with 1.9M reactions from patents (1976-2016). (1) Given the product [CH2:1]([C:5]12[CH2:17][CH2:16][C:15](=[O:18])[C:14]([C:19]3[CH:24]=[CH:23][C:22]([O:25][S:36]([C:35]([F:48])([F:47])[F:34])(=[O:38])=[O:37])=[CH:21][CH:20]=3)=[C:13]1[C:12]1[C:7](=[CH:8][C:9]([O:26][CH3:27])=[CH:10][CH:11]=1)[CH2:6]2)[CH2:2][CH2:3][CH3:4], predict the reactants needed to synthesize it. The reactants are: [CH2:1]([C:5]12[CH2:17][CH2:16][C:15](=[O:18])[C:14]([C:19]3[CH:24]=[CH:23][C:22]([OH:25])=[CH:21][CH:20]=3)=[C:13]1[C:12]1[C:7](=[CH:8][C:9]([O:26][CH3:27])=[CH:10][CH:11]=1)[CH2:6]2)[CH2:2][CH2:3][CH3:4].N1C=CC=CC=1.[F:34][C:35]([F:48])([F:47])[S:36](O[S:36]([C:35]([F:48])([F:47])[F:34])(=[O:38])=[O:37])(=[O:38])=[O:37].[OH-].[Na+]. (2) Given the product [NH2:5][C@H:6]([C:11]1[CH:16]=[CH:15][CH:14]=[CH:13][CH:12]=1)[C:7]([CH3:9])([OH:10])[CH3:8], predict the reactants needed to synthesize it. The reactants are: FC(F)(F)C([NH:5][C@H:6]([C:11]1[CH:16]=[CH:15][CH:14]=[CH:13][CH:12]=1)[C:7]([OH:10])([CH3:9])[CH3:8])=O.[OH-].[K+]. (3) Given the product [CH2:14]([N:21]1[CH2:26][CH2:25][C:24]([CH2:5][C:6]2[CH:11]=[C:10]([F:12])[CH:9]=[CH:8][C:7]=2[F:13])([OH:27])[CH2:23][CH2:22]1)[C:15]1[CH:16]=[CH:17][CH:18]=[CH:19][CH:20]=1, predict the reactants needed to synthesize it. The reactants are: [Mg].II.Br[CH2:5][C:6]1[CH:11]=[C:10]([F:12])[CH:9]=[CH:8][C:7]=1[F:13].[CH2:14]([N:21]1[CH2:26][CH2:25][C:24](=[O:27])[CH2:23][CH2:22]1)[C:15]1[CH:20]=[CH:19][CH:18]=[CH:17][CH:16]=1.[Cl-].[NH4+]. (4) Given the product [C:1]1([CH:7]2[CH2:8][CH2:9][N:10]([CH2:12][CH2:7][CH2:8][CH2:9][C:20]3[CH:19]=[CH:3][CH:2]=[CH:1][CH:6]=3)[CH2:11][CH2:12]2)[CH:6]=[CH:5][CH:4]=[CH:3][CH:2]=1, predict the reactants needed to synthesize it. The reactants are: [C:1]1([CH:7]2[CH2:12][CH2:11][NH:10][CH2:9][CH2:8]2)[CH:6]=[CH:5][CH:4]=[CH:3][CH:2]=1.C([O-])([O-])=O.[K+].[K+].[C:19](#N)[CH3:20]. (5) The reactants are: [CH2:1]([S:3]([Cl:6])(=[O:5])=[O:4])[CH3:2].Cl.Cl.[NH2:9][C:10]1[CH:15]=[CH:14][C:13]([C:16]2[CH:21]=[CH:20][C:19]([NH:22][C:23]([C@@H:25]3[CH:30]4[CH2:31][CH2:32][N:27]([CH2:28][CH2:29]4)[CH2:26]3)=[O:24])=[CH:18][CH:17]=2)=[CH:12][CH:11]=1. Given the product [ClH:6].[CH2:1]([S:3]([NH:9][C:10]1[CH:15]=[CH:14][C:13]([C:16]2[CH:17]=[CH:18][C:19]([NH:22][C:23]([C@@H:25]3[CH:30]4[CH2:29][CH2:28][N:27]([CH2:32][CH2:31]4)[CH2:26]3)=[O:24])=[CH:20][CH:21]=2)=[CH:12][CH:11]=1)(=[O:5])=[O:4])[CH3:2], predict the reactants needed to synthesize it. (6) Given the product [NH2:1][C@@H:2]1[CH2:7][CH2:6][CH2:5][CH2:4][C@H:3]1[NH:8][C:21]([NH:20][C:11]1[C:12]([C:16]([F:17])([F:19])[F:18])=[CH:13][CH:14]=[CH:15][C:10]=1[Cl:9])=[O:22], predict the reactants needed to synthesize it. The reactants are: [NH2:1][C@@H:2]1[CH2:7][CH2:6][CH2:5][CH2:4][C@H:3]1[NH2:8].[Cl:9][C:10]1[CH:15]=[CH:14][CH:13]=[C:12]([C:16]([F:19])([F:18])[F:17])[C:11]=1[N:20]=[C:21]=[O:22]. (7) Given the product [NH2:17][C:14]1[CH:15]=[CH:16][C:11]([C:9]([C:3]2[CH:4]=[CH:5][C:6]([OH:8])=[CH:7][C:2]=2[OH:1])=[O:10])=[C:12]([OH:20])[CH:13]=1, predict the reactants needed to synthesize it. The reactants are: [OH:1][C:2]1[CH:7]=[C:6]([OH:8])[CH:5]=[CH:4][C:3]=1[C:9]([C:11]1[CH:16]=[CH:15][C:14]([N+:17]([O-])=O)=[CH:13][C:12]=1[OH:20])=[O:10].CCCCCC.CCOC(C)=O. (8) Given the product [CH:29]([C:18]1[C:13]2[O:12][CH2:11][CH:10]([C:7]3[CH:6]=[CH:5][C:4]([CH:1]([CH3:2])[CH3:3])=[CH:9][CH:8]=3)[C:14]=2[C:15]([CH3:28])=[C:16]([NH:20][C:21](=[O:27])[CH2:22][C:23]([CH3:26])([CH3:25])[CH3:24])[C:17]=1[CH3:19])=[O:30], predict the reactants needed to synthesize it. The reactants are: [CH:1]([C:4]1[CH:9]=[CH:8][C:7]([CH:10]2[C:14]3[C:15]([CH3:28])=[C:16]([NH:20][C:21](=[O:27])[CH2:22][C:23]([CH3:26])([CH3:25])[CH3:24])[C:17]([CH3:19])=[CH:18][C:13]=3[O:12][CH2:11]2)=[CH:6][CH:5]=1)([CH3:3])[CH3:2].[CH3:29][O:30]C(Cl)Cl.O. (9) Given the product [S:1]([C:5]1[CH:10]=[CH:9][C:8]([C:21]2[CH:25]=[CH:24][O:23][C:22]=2[C:26]([O:28][CH2:29][CH3:30])=[O:27])=[CH:7][CH:6]=1)(=[O:4])(=[O:3])[NH2:2], predict the reactants needed to synthesize it. The reactants are: [S:1]([C:5]1[CH:10]=[CH:9][C:8](B(O)O)=[CH:7][CH:6]=1)(=[O:4])(=[O:3])[NH2:2].C(=O)([O-])[O-].[K+].[K+].Br[C:21]1[CH:25]=[CH:24][O:23][C:22]=1[C:26]([O:28][CH2:29][CH3:30])=[O:27]. (10) Given the product [CH3:20][O:21][C:22]1[CH:27]=[CH:26][CH:25]=[CH:24][C:23]=1[C:2]1[N:7]=[CH:6][N:5]=[C:4]([NH:8][C:9]2[CH:10]=[C:11]([CH2:15][S:16]([NH2:19])(=[O:18])=[O:17])[CH:12]=[CH:13][CH:14]=2)[N:3]=1, predict the reactants needed to synthesize it. The reactants are: Cl[C:2]1[N:7]=[CH:6][N:5]=[C:4]([NH:8][C:9]2[CH:10]=[C:11]([CH2:15][S:16]([NH2:19])(=[O:18])=[O:17])[CH:12]=[CH:13][CH:14]=2)[N:3]=1.[CH3:20][O:21][C:22]1[CH:27]=[CH:26][CH:25]=[CH:24][C:23]=1B(O)O.[O-]P([O-])([O-])=O.[K+].[K+].[K+].